From a dataset of Full USPTO retrosynthesis dataset with 1.9M reactions from patents (1976-2016). Predict the reactants needed to synthesize the given product. (1) Given the product [C:6]1([C:6]2[CH:11]=[CH:10][CH:9]=[CH:8][CH:7]=2)[CH:7]=[CH:8][C:9]([CH2:12][C@H:13]([NH:23][C:24]([N:26]([CH:32]([CH2:41][C:42]([O:44][CH2:45][CH3:46])=[O:43])[CH2:33][S:34][C:35]2[CH:36]=[CH:37][CH:38]=[CH:39][CH:40]=2)[CH2:27][CH2:28][CH:29]([CH3:30])[CH3:31])=[O:25])[C:14]([NH:5][CH2:1][CH2:2][CH2:3][CH3:4])=[O:15])=[CH:10][CH:11]=1, predict the reactants needed to synthesize it. The reactants are: [CH2:1]([NH2:5])[CH2:2][CH2:3][CH3:4].[C:6]1(C2C=CC=CC=2)[CH:11]=[CH:10][C:9]([CH2:12][C@H:13]([NH:23][C:24]([N:26]([CH:32]([CH2:41][C:42]([O:44][CH2:45][CH3:46])=[O:43])[CH2:33][S:34][C:35]2[CH:40]=[CH:39][CH:38]=[CH:37][CH:36]=2)[CH2:27][CH2:28][CH:29]([CH3:31])[CH3:30])=[O:25])[C:14](OC2C=CC=CC=2)=[O:15])=[CH:8][CH:7]=1. (2) Given the product [F:7][C:8]1[CH:13]=[CH:12][C:11]([S:14][C:15]2[C:16]([CH3:32])=[N:17][N:18]([CH2:22][CH2:23][NH:24][C:25](=[O:31])[O:26][C:27]([CH3:28])([CH3:29])[CH3:30])[C:19]=2[CH2:20][O:21][CH3:1])=[CH:10][CH:9]=1, predict the reactants needed to synthesize it. The reactants are: [C:1](=O)([O-])[O-].[Cs+].[Cs+].[F:7][C:8]1[CH:13]=[CH:12][C:11]([S:14][C:15]2[C:16]([CH3:32])=[N:17][N:18]([CH2:22][CH2:23][NH:24][C:25](=[O:31])[O:26][C:27]([CH3:30])([CH3:29])[CH3:28])[C:19]=2[CH2:20][OH:21])=[CH:10][CH:9]=1.CI.Cl. (3) Given the product [CH3:1][O:2][C:3]1[CH:4]=[C:5]2[CH2:14][CH:13]([CH2:15][CH:16]3[CH2:17][CH2:18][N:19]([CH2:22][C:23]4[CH:28]=[CH:27][CH:26]=[CH:25][CH:24]=4)[CH2:20][CH2:21]3)[C:11](=[O:12])[C:6]2=[CH:7][C:8]=1[O:9][CH3:10].[ClH:29], predict the reactants needed to synthesize it. The reactants are: [CH3:1][O:2][C:3]1[CH:4]=[C:5]2[CH2:14][CH:13]([CH2:15][CH:16]3[CH2:21][CH2:20][N:19]([CH2:22][C:23]4[CH:24]=[CH:25][CH:26]=[CH:27][CH:28]=4)[CH2:18][CH2:17]3)[C:11](=[O:12])[C:6]2=[CH:7][C:8]=1[O:9][CH3:10].[ClH:29]. (4) Given the product [CH:1]1([NH:4][C:5]([C:7]2[N:8]=[N:9][N:10]([C:15]3[CH:16]=[CH:17][C:18]([C:21]([NH:23][CH2:24][CH3:25])=[O:22])=[CH:19][CH:20]=3)[C:11]=2[CH:12]=[CH2:13])=[O:6])[CH2:2][CH2:3]1, predict the reactants needed to synthesize it. The reactants are: [CH:1]1([NH:4][C:5]([C:7]2[N:8]=[N:9][N:10]([C:15]3[CH:20]=[CH:19][C:18]([C:21]([NH:23][CH2:24][CH3:25])=[O:22])=[CH:17][CH:16]=3)[C:11]=2[CH2:12][CH2:13]O)=[O:6])[CH2:3][CH2:2]1.C(P(CCCC)CCCC)CCC.C1CCN(C(N=NC(N2CCCCC2)=O)=O)CC1.